From a dataset of Full USPTO retrosynthesis dataset with 1.9M reactions from patents (1976-2016). Predict the reactants needed to synthesize the given product. (1) Given the product [F:1][C:2]([F:21])([F:20])[C:3]1[CH:8]=[CH:7][C:6]([C:9]2([NH2:36])[C:18]3[N:17]=[CH:16][CH:15]=[CH:14][C:13]=3[CH2:12][CH2:11][CH2:10]2)=[CH:5][CH:4]=1, predict the reactants needed to synthesize it. The reactants are: [F:1][C:2]([F:21])([F:20])[C:3]1[CH:8]=[CH:7][C:6]([C:9]2(O)[C:18]3[N:17]=[CH:16][CH:15]=[CH:14][C:13]=3[CH2:12][CH2:11][CH2:10]2)=[CH:5][CH:4]=1.C1C=CC(P([N:36]=[N+]=[N-])(C2C=CC=CC=2)=O)=CC=1.C1CCN2C(=NCCC2)CC1.[N-]=[N+]=[N-].[Na+]. (2) The reactants are: [NH2:1][C:2]1[N:7]=[CH:6][C:5]([C:8]2[N:17]=[C:16]([NH:18][CH2:19][CH:20]([C:27]3[CH:32]=[CH:31][CH:30]=[CH:29][CH:28]=3)[C:21]3[CH:26]=[CH:25][CH:24]=[CH:23][CH:22]=3)[C:15]3[C:10](=[CH:11][CH:12]=[CH:13][CH:14]=3)[N:9]=2)=[CH:4][CH:3]=1. Given the product [CH3:2][C:3]1[N:1]=[C:2]2[CH:3]=[CH:4][C:5]([C:8]3[N:17]=[C:16]([NH:18][CH2:19][CH:20]([C:21]4[CH:22]=[CH:23][CH:24]=[CH:25][CH:26]=4)[C:27]4[CH:32]=[CH:31][CH:30]=[CH:29][CH:28]=4)[C:15]4[C:10](=[CH:11][CH:12]=[CH:13][CH:14]=4)[N:9]=3)=[CH:6][N:7]2[C:4]=1[CH3:5], predict the reactants needed to synthesize it. (3) Given the product [O:29]=[C:24]([CH2:17][CH2:16][CH2:15][CH2:14][CH2:13][CH2:12][CH2:11][CH2:10][CH2:9][CH2:8][CH2:7][CH2:6][CH2:5][CH2:4][CH2:3][CH2:2][CH3:1])[CH2:25][C:26]([O:27][CH3:22])=[O:28], predict the reactants needed to synthesize it. The reactants are: [C:1](O)(=O)[CH2:2][CH2:3][CH2:4][CH2:5][CH2:6][CH2:7][CH2:8][CH2:9][CH2:10][CH2:11][CH2:12][CH2:13][CH2:14][CH2:15][CH2:16][CH2:17]C.C[C:22]1(C)[O:27][C:26](=[O:28])[CH2:25][C:24](=[O:29])O1.C(N(CC)CC)C.C(P(=O)(OCC)OCC)#N. (4) Given the product [NH2:1][C:4]1[CH:5]=[N:6][C:7]2[C:12]([C:13]=1[OH:14])=[N:11][CH:10]=[CH:9][CH:8]=2.[NH2:15][C:18]1[CH:19]=[N:20][C:21]2[C:26]([C:27]=1[OH:28])=[CH:25][CH:24]=[CH:23][CH:22]=2, predict the reactants needed to synthesize it. The reactants are: [N+:1]([C:4]1[CH:5]=[N:6][C:7]2[C:12]([C:13]=1[OH:14])=[N:11][CH:10]=[CH:9][CH:8]=2)([O-])=O.[N+:15]([C:18]1[CH:19]=[N:20][C:21]2[C:26]([C:27]=1[OH:28])=[CH:25][CH:24]=[CH:23][CH:22]=2)([O-])=O. (5) Given the product [N:9]1([C:19]2[CH:24]=[CH:23][C:22]([C:25]([N:27]3[CH2:28][CH2:29][N:30]([C:5]([C:2]4([OH:1])[CH2:4][CH2:3]4)=[O:7])[CH2:31][CH2:32]3)=[O:26])=[CH:21][CH:20]=2)[C:18]2[C:13](=[CH:14][CH:15]=[CH:16][CH:17]=2)[CH2:12][CH2:11][CH2:10]1, predict the reactants needed to synthesize it. The reactants are: [OH:1][C:2]1([C:5]([OH:7])=O)[CH2:4][CH2:3]1.Cl.[N:9]1([C:19]2[CH:24]=[CH:23][C:22]([C:25]([N:27]3[CH2:32][CH2:31][NH:30][CH2:29][CH2:28]3)=[O:26])=[CH:21][CH:20]=2)[C:18]2[C:13](=[CH:14][CH:15]=[CH:16][CH:17]=2)[CH2:12][CH2:11][CH2:10]1.CN(C(ON1N=NC2C=CC=CC1=2)=[N+](C)C)C.F[P-](F)(F)(F)(F)F.CCN(C(C)C)C(C)C.